This data is from Peptide-MHC class II binding affinity with 134,281 pairs from IEDB. The task is: Regression. Given a peptide amino acid sequence and an MHC pseudo amino acid sequence, predict their binding affinity value. This is MHC class II binding data. (1) The peptide sequence is LLFMILTVAANEMGL. The MHC is DRB1_0802 with pseudo-sequence DRB1_0802. The binding affinity (normalized) is 0.672. (2) The peptide sequence is TIPNIMFFSTMKRPS. The MHC is HLA-DQA10501-DQB10301 with pseudo-sequence HLA-DQA10501-DQB10301. The binding affinity (normalized) is 0.141.